From a dataset of Reaction yield outcomes from USPTO patents with 853,638 reactions. Predict the reaction yield, written as a fraction of the theoretical maximum amount of product (1.0 means a 100% yield; for example, 0.34 means a 34% yield). (1) The reactants are Br[C:2]1[S:6][C:5]([C:7]#[N:8])=[CH:4][CH:3]=1.[CH3:9][O:10][C:11]1[CH:16]=[CH:15][CH:14]=[CH:13][C:12]=1B(O)O.C(=O)([O-])[O-].[Na+].[Na+].ClCCl. The catalyst is O1CCOCC1.[Pd].C1(P(C2C=CC=CC=2)C2C=CC=CC=2)C=CC=CC=1.C1(P(C2C=CC=CC=2)C2C=CC=CC=2)C=CC=CC=1.C1(P(C2C=CC=CC=2)C2C=CC=CC=2)C=CC=CC=1.C1(P(C2C=CC=CC=2)C2C=CC=CC=2)C=CC=CC=1.O. The product is [C:7]([C:5]1[S:6][C:2]([C:12]2[CH:13]=[CH:14][CH:15]=[CH:16][C:11]=2[O:10][CH3:9])=[CH:3][CH:4]=1)#[N:8]. The yield is 0.960. (2) The reactants are [F:1][C:2]1[CH:7]=[C:6]([F:8])[CH:5]=[CH:4][C:3]=1[C@@:9]([OH:38])([CH2:32][N:33]1[CH:37]=[N:36][CH:35]=[N:34]1)[C@H:10]([S:12][C@@H:13]1[CH2:18][O:17][C@@H:16](/[CH:19]=[CH:20]/[CH:21]=[CH:22]/[C:23]2[CH:30]=[CH:29][C:26]([C:27]#[N:28])=[CH:25][C:24]=2[F:31])[O:15][CH2:14]1)[CH3:11].[H-].[Na+].[C:41]([O:44][CH2:45][CH2:46][CH2:47][C:48](=[O:50])Cl)(=[O:43])[CH3:42].[Cl-].[NH4+]. The catalyst is CN(C)C=O.C(OCC)(=O)C. The product is [C:41]([O:44][CH2:45][CH2:46][CH2:47][C:48]([O:38][C@:9]([C:3]1[CH:4]=[CH:5][C:6]([F:8])=[CH:7][C:2]=1[F:1])([CH2:32][N:33]1[CH:37]=[N:36][CH:35]=[N:34]1)[C@H:10]([S:12][C@@H:13]1[CH2:18][O:17][C@@H:16](/[CH:19]=[CH:20]/[CH:21]=[CH:22]/[C:23]2[CH:30]=[CH:29][C:26]([C:27]#[N:28])=[CH:25][C:24]=2[F:31])[O:15][CH2:14]1)[CH3:11])=[O:50])(=[O:43])[CH3:42]. The yield is 0.490. (3) The reactants are [CH:1]12[CH2:8][CH2:7][CH:4]([CH2:5][CH2:6]1)[C:3](=[O:9])[NH:2]2.[H-].[Na+].Cl[C:13]1[CH:22]=[N:21][C:20]2[C:15](=[CH:16][C:17]([O:25][CH3:26])=[C:18]([O:23][CH3:24])[CH:19]=2)[N:14]=1. The catalyst is C1COCC1.CN(C=O)C. The product is [CH3:24][O:23][C:18]1[CH:19]=[C:20]2[C:15](=[CH:16][C:17]=1[O:25][CH3:26])[N:14]=[C:13]([N:2]1[C:3](=[O:9])[CH:4]3[CH2:7][CH2:8][CH:1]1[CH2:6][CH2:5]3)[CH:22]=[N:21]2. The yield is 0.230. (4) The reactants are [CH2:1]([B:8]([Cl:10])Cl)[C:2]1[CH:7]=[CH:6][CH:5]=[CH:4][CH:3]=1.C#C.C(=O)=O.[CH3:16][C:17](C)=O.[OH-].[Na+]. The product is [Cl:10][B:8]1[CH:17]=[CH:16][C:3]2[C:2](=[CH:7][CH:6]=[CH:5][CH:4]=2)[CH2:1]1. The yield is 0.950. The catalyst is C1(C)C=CC=CC=1.O. (5) The reactants are C(Cl)(=O)C(Cl)=O.[CH3:7][S:8]([N:11]1[CH2:16][CH2:15][CH:14]([C:17]([OH:19])=O)[CH2:13][CH2:12]1)(=[O:10])=[O:9].[NH2:20][C:21]1[CH:22]=[C:23]2[C:27](=[CH:28][CH:29]=1)[NH:26][N:25]=[CH:24]2.C(N(CC)CC)C.C(=O)([O-])O.[Na+]. The catalyst is C(Cl)Cl.CN(C)C=O. The product is [NH:26]1[C:27]2[C:23](=[CH:22][C:21]([NH:20][C:17]([CH:14]3[CH2:13][CH2:12][N:11]([S:8]([CH3:7])(=[O:9])=[O:10])[CH2:16][CH2:15]3)=[O:19])=[CH:29][CH:28]=2)[CH:24]=[N:25]1. The yield is 0.860. (6) The reactants are [H-].[Na+].[Br:3][C:4]1[CH:5]=[CH:6][C:7]([CH2:18]Br)=[C:8]([S:10]([NH:13][C:14]([CH3:17])([CH3:16])[CH3:15])(=[O:12])=[O:11])[CH:9]=1. The catalyst is CN(C=O)C.C(OCC)(=O)C. The yield is 0.670. The product is [Br:3][C:4]1[CH:5]=[CH:6][C:7]2[CH2:18][N:13]([C:14]([CH3:17])([CH3:16])[CH3:15])[S:10](=[O:12])(=[O:11])[C:8]=2[CH:9]=1. (7) The catalyst is C(Cl)Cl.CN(C)C1C=CN=CC=1. The product is [CH2:1]([O:8][N:9]1[C:15](=[O:16])[N:14]2[CH2:17][C@@H:10]1[CH2:11][CH2:12][C@@H:13]2[C:18]([NH:27][NH:26][C:24]([CH:21]1[CH2:23][CH2:22]1)=[O:25])=[O:20])[C:2]1[CH:3]=[CH:4][CH:5]=[CH:6][CH:7]=1. The reactants are [CH2:1]([O:8][N:9]1[C:15](=[O:16])[N:14]2[CH2:17][C@H:10]1[CH2:11][CH2:12][C@H:13]2[C:18]([OH:20])=O)[C:2]1[CH:7]=[CH:6][CH:5]=[CH:4][CH:3]=1.[CH:21]1([C:24]([NH:26][NH2:27])=[O:25])[CH2:23][CH2:22]1.ON1C2C=CC=CC=2N=N1.Cl.C(N=C=NCCCN(C)C)C. The yield is 0.840. (8) The reactants are [Si]([O:8][CH2:9][C:10]1[N:15]=[C:14]([C:16]2[CH:26]=[CH:25][C:19]([C:20]([N:22]([CH3:24])[CH3:23])=[O:21])=[CH:18][CH:17]=2)[CH:13]=[CH:12][CH:11]=1)(C(C)(C)C)(C)C.F.F.F.C(N(CC)CC)C. The catalyst is C1COCC1. The product is [OH:8][CH2:9][C:10]1[N:15]=[C:14]([C:16]2[CH:26]=[CH:25][C:19]([C:20]([N:22]([CH3:24])[CH3:23])=[O:21])=[CH:18][CH:17]=2)[CH:13]=[CH:12][CH:11]=1. The yield is 0.820.